This data is from Reaction yield outcomes from USPTO patents with 853,638 reactions. The task is: Predict the reaction yield, written as a fraction of the theoretical maximum amount of product (1.0 means a 100% yield; for example, 0.34 means a 34% yield). The reactants are [OH:1][NH:2][C:3](=[NH:17])[N:4]1[CH2:9][CH2:8][N:7]([C:10]([O:12][C:13]([CH3:16])([CH3:15])[CH3:14])=[O:11])[CH2:6][CH2:5]1.C(N(C(C)C)CC)(C)C.[C:27]([O:30][CH2:31][C:32](Cl)=O)(=[O:29])[CH3:28]. The catalyst is C1COCC1.O. The product is [C:27]([O:30][CH2:31][C:32]1[O:1][N:2]=[C:3]([N:4]2[CH2:5][CH2:6][N:7]([C:10]([O:12][C:13]([CH3:14])([CH3:16])[CH3:15])=[O:11])[CH2:8][CH2:9]2)[N:17]=1)(=[O:29])[CH3:28]. The yield is 0.760.